This data is from NCI-60 drug combinations with 297,098 pairs across 59 cell lines. The task is: Regression. Given two drug SMILES strings and cell line genomic features, predict the synergy score measuring deviation from expected non-interaction effect. (1) Drug 1: C1=CC(=C2C(=C1NCCNCCO)C(=O)C3=C(C=CC(=C3C2=O)O)O)NCCNCCO. Drug 2: CC1OCC2C(O1)C(C(C(O2)OC3C4COC(=O)C4C(C5=CC6=C(C=C35)OCO6)C7=CC(=C(C(=C7)OC)O)OC)O)O. Cell line: MCF7. Synergy scores: CSS=40.4, Synergy_ZIP=-3.65, Synergy_Bliss=-4.26, Synergy_Loewe=0.931, Synergy_HSA=2.86. (2) Drug 1: CC(C)(C1=NC(=CC=C1)N2C3=NC(=NC=C3C(=O)N2CC=C)NC4=CC=C(C=C4)N5CCN(CC5)C)O. Drug 2: C1CCC(C(C1)[NH-])[NH-].C(=O)(C(=O)[O-])[O-].[Pt+4]. Cell line: SW-620. Synergy scores: CSS=60.3, Synergy_ZIP=-2.16, Synergy_Bliss=-3.50, Synergy_Loewe=-3.93, Synergy_HSA=2.60.